Dataset: Reaction yield outcomes from USPTO patents with 853,638 reactions. Task: Predict the reaction yield, written as a fraction of the theoretical maximum amount of product (1.0 means a 100% yield; for example, 0.34 means a 34% yield). (1) The reactants are [C:1]([N:5]1[C:9]([CH3:10])=[C:8]([NH:11][C:12]([NH:14][C:15]2[CH:20]=[C:19]([C:21]3[C:32](=[O:33])[N:31]([CH3:34])[C:24]4[N:25]=[C:26](SC)[N:27]=[CH:28][C:23]=4[CH:22]=3)[C:18]([CH3:35])=[CH:17][C:16]=2[F:36])=[O:13])[CH:7]=[N:6]1)([CH3:4])([CH3:3])[CH3:2].C1C=C(Cl)C=C(C(OO)=O)C=1.[CH3:48][NH2:49]. The catalyst is C1COCC1. The product is [C:1]([N:5]1[C:9]([CH3:10])=[C:8]([NH:11][C:12]([NH:14][C:15]2[CH:20]=[C:19]([C:21]3[C:32](=[O:33])[N:31]([CH3:34])[C:24]4[N:25]=[C:26]([NH:49][CH3:48])[N:27]=[CH:28][C:23]=4[CH:22]=3)[C:18]([CH3:35])=[CH:17][C:16]=2[F:36])=[O:13])[CH:7]=[N:6]1)([CH3:4])([CH3:3])[CH3:2]. The yield is 0.500. (2) The catalyst is C(O)(C(F)(F)F)=O. The yield is 0.860. The reactants are [CH:1]1[C:13]2[CH:12]([CH2:14][O:15][C:16]([NH:18][C@@H:19]([CH2:27][C:28]3[CH:29]=[N:30][C:31]([Br:34])=[CH:32][CH:33]=3)[C:20]([O:22]C(C)(C)C)=[O:21])=[O:17])[C:11]3[C:6](=[CH:7][CH:8]=[CH:9][CH:10]=3)[C:5]=2[CH:4]=[CH:3][CH:2]=1.[Cl-:35].[Ca+2].[Cl-]. The product is [ClH:35].[CH:10]1[C:11]2[CH:12]([CH2:14][O:15][C:16]([NH:18][CH:19]([CH2:27][C:28]3[CH:29]=[N:30][C:31]([Br:34])=[CH:32][CH:33]=3)[C:20]([OH:22])=[O:21])=[O:17])[C:13]3[C:5](=[CH:4][CH:3]=[CH:2][CH:1]=3)[C:6]=2[CH:7]=[CH:8][CH:9]=1.